From a dataset of Catalyst prediction with 721,799 reactions and 888 catalyst types from USPTO. Predict which catalyst facilitates the given reaction. (1) Reactant: [C:1]12([NH:11][C:12](=[O:27])[NH:13][CH:14]3[CH2:19][CH2:18][CH2:17][N:16](C(OC(C)(C)C)=O)[CH2:15]3)[CH2:10][CH:5]3[CH2:6][CH:7]([CH2:9][CH:3]([CH2:4]3)[CH2:2]1)[CH2:8]2.Cl.[F:29][C:30]([F:42])([F:41])[C:31]1[CH:32]=[C:33]([S:37](Cl)(=[O:39])=[O:38])[CH:34]=[CH:35][CH:36]=1.C(N(CC)CC)C. Product: [C:1]12([NH:11][C:12]([NH:13][CH:14]3[CH2:19][CH2:18][CH2:17][N:16]([S:37]([C:33]4[CH:34]=[CH:35][CH:36]=[C:31]([C:30]([F:29])([F:41])[F:42])[CH:32]=4)(=[O:39])=[O:38])[CH2:15]3)=[O:27])[CH2:10][CH:5]3[CH2:6][CH:7]([CH2:9][CH:3]([CH2:4]3)[CH2:2]1)[CH2:8]2. The catalyst class is: 71. (2) Reactant: [NH:1]1[CH2:9][CH2:8][CH:4]([C:5]([NH2:7])=O)[CH2:3][CH2:2]1.N1[CH:15]=[CH:14][CH:13]=CC=1.FC(F)(F)[C:18]([O:20]C(=O)C(F)(F)F)=[O:19].[C:29](=O)([O-])O.[Na+]. Product: [C:14]([O:20][C:18]([N:1]1[CH2:9][CH2:8][CH:4]([C:5]#[N:7])[CH2:3][CH2:2]1)=[O:19])([CH3:13])([CH3:15])[CH3:29]. The catalyst class is: 2. (3) Reactant: [C:1]([C:5]1[CH:6]=[C:7]([CH:17]([OH:21])[C:18]([OH:20])=[O:19])[N:8]([C:10]2[CH:15]=[CH:14][C:13]([CH3:16])=[CH:12][CH:11]=2)[N:9]=1)([CH3:4])([CH3:3])[CH3:2].CC(OI1(OC(C)=O)(OC(C)=O)OC(=O)C2C=CC=CC1=2)=O.Cl. Product: [C:1]([C:5]1[CH:6]=[C:7]([C:17](=[O:21])[C:18]([OH:20])=[O:19])[N:8]([C:10]2[CH:15]=[CH:14][C:13]([CH3:16])=[CH:12][CH:11]=2)[N:9]=1)([CH3:4])([CH3:2])[CH3:3]. The catalyst class is: 2. (4) Reactant: C([O:3][C:4]([C@@H:6]1[CH2:8][C@H:7]1[C:9]1[CH:14]=[C:13]([F:15])[C:12]([NH:16][CH2:17][C:18]2[CH:23]=[CH:22][CH:21]=[C:20]([O:24][C:25]3[CH:30]=[CH:29][CH:28]=[CH:27][CH:26]=3)[CH:19]=2)=[CH:11][C:10]=1[F:31])=[O:5])C.[OH-].[Na+]. Product: [F:31][C:10]1[CH:11]=[C:12]([NH:16][CH2:17][C:18]2[CH:23]=[CH:22][CH:21]=[C:20]([O:24][C:25]3[CH:30]=[CH:29][CH:28]=[CH:27][CH:26]=3)[CH:19]=2)[C:13]([F:15])=[CH:14][C:9]=1[C@@H:7]1[CH2:8][C@H:6]1[C:4]([OH:5])=[O:3]. The catalyst class is: 5. (5) Reactant: CS(O[C@@H:6]1[CH2:10][CH2:9][C@H:8]([NH:11][C:12](=[O:18])[O:13][C:14]([CH3:17])([CH3:16])[CH3:15])[CH2:7]1)(=O)=O.[I-:19].[Na+]. Product: [I:19][C@H:6]1[CH2:10][CH2:9][C@H:8]([NH:11][C:12](=[O:18])[O:13][C:14]([CH3:17])([CH3:16])[CH3:15])[CH2:7]1. The catalyst class is: 95. (6) Reactant: [NH2:1][C:2]1[CH:3]=[N:4][C:5]2[C:10]([C:11]=1[NH:12][CH2:13][C:14]([CH3:17])([OH:16])[CH3:15])=[CH:9][CH:8]=[CH:7][CH:6]=2.[C:18](Cl)(=O)[CH2:19][CH2:20][CH2:21][CH2:22][CH3:23]. Product: [CH3:15][C:14]([OH:16])([CH3:17])[CH2:13][N:12]1[C:11]2[C:10]3[CH:9]=[CH:8][CH:7]=[CH:6][C:5]=3[N:4]=[CH:3][C:2]=2[N:1]=[C:18]1[CH2:19][CH2:20][CH2:21][CH2:22][CH3:23]. The catalyst class is: 4. (7) Reactant: [Cl:1][C:2]1[CH:44]=[CH:43][C:5]([CH2:6][N:7]2[C:15]3[C:14](=[O:16])[N:13](CC4C=CC(OC)=CC=4)[C:12](=[O:26])[N:11]([CH3:27])[C:10]=3[N:9]=[C:8]2[CH2:28][CH2:29][CH2:30][O:31][C:32]2[CH:37]=[CH:36][CH:35]=[C:34]([O:38][C:39]([F:42])([F:41])[F:40])[CH:33]=2)=[CH:4][CH:3]=1.C(O)(C(F)(F)F)=O.FC(F)(F)S(O)(=O)=O. Product: [Cl:1][C:2]1[CH:3]=[CH:4][C:5]([CH2:6][N:7]2[C:15]3[C:14](=[O:16])[NH:13][C:12](=[O:26])[N:11]([CH3:27])[C:10]=3[N:9]=[C:8]2[CH2:28][CH2:29][CH2:30][O:31][C:32]2[CH:37]=[CH:36][CH:35]=[C:34]([O:38][C:39]([F:42])([F:40])[F:41])[CH:33]=2)=[CH:43][CH:44]=1. The catalyst class is: 2. (8) Product: [CH3:34][C:23]1[C:14]([Se:13][C:12]#[C:11][C:8]2[CH:9]=[CH:10][C:28]([OH:31])=[CH:6][CH:7]=2)=[CH:15][C:16]2[C:17]([CH3:27])([CH3:26])[CH2:18][CH2:19][C:20]([CH3:25])([CH3:24])[C:21]=2[CH:22]=1. Reactant: C(OC1[CH:10]=[CH:9][C:8]([C:11]#[C:12][Se:13][C:14]2[CH:23]=[CH:22][C:21]3[C:20]([CH3:25])([CH3:24])[CH2:19][CH2:18][C:17]([CH3:27])([CH3:26])[C:16]=3[CH:15]=2)=[CH:7][CH:6]=1)(=O)C.[C:28](=[O:31])([O-])[O-].[K+].[K+].[CH2:34](OCC)C.O. The catalyst class is: 5. (9) Reactant: C[Si]([C:5]#[C:6][C:7]1[CH:8]=[C:9]2[CH:15]=[CH:14][NH:13][C:10]2=[N:11][CH:12]=1)(C)C.C(=O)([O-])[O-].[K+].[K+]. Product: [C:6]([C:7]1[CH:8]=[C:9]2[CH:15]=[CH:14][NH:13][C:10]2=[N:11][CH:12]=1)#[CH:5]. The catalyst class is: 5. (10) Reactant: [Si:1]([O:8][C@H:9]([CH3:15])[C:10]([O:12]CC)=O)([C:4]([CH3:7])([CH3:6])[CH3:5])([CH3:3])[CH3:2].[Cl:16][CH2:17]C([O-])=O.[Na+].C(N(CC)CC)C.C([Mg]Cl)(C)(C)C.Cl. Product: [Cl:16][CH2:17][C:10](=[O:12])[C@H:9]([O:8][Si:1]([C:4]([CH3:5])([CH3:6])[CH3:7])([CH3:2])[CH3:3])[CH3:15]. The catalyst class is: 1.